Task: Predict which catalyst facilitates the given reaction.. Dataset: Catalyst prediction with 721,799 reactions and 888 catalyst types from USPTO (1) Reactant: [NH2:1][C:2]1[C:7]([C:8]#[N:9])=[C:6]([NH:10][C@H:11]([C:13]2[C:14]([CH2:24][N:25]3[CH2:30][CH2:29][NH:28][CH2:27][CH2:26]3)=[N:15][C:16]3[C:21]([CH:22]=2)=[CH:20][CH:19]=[C:18]([F:23])[CH:17]=3)[CH3:12])[N:5]=[CH:4][N:3]=1.[C:31](=O)([O-])[O-].[K+].[K+].IC. Product: [NH2:1][C:2]1[C:7]([C:8]#[N:9])=[C:6]([NH:10][C@H:11]([C:13]2[C:14]([CH2:24][N:25]3[CH2:30][CH2:29][N:28]([CH3:31])[CH2:27][CH2:26]3)=[N:15][C:16]3[C:21]([CH:22]=2)=[CH:20][CH:19]=[C:18]([F:23])[CH:17]=3)[CH3:12])[N:5]=[CH:4][N:3]=1. The catalyst class is: 1. (2) Reactant: [Si]([O:8][CH2:9][C:10]([CH3:47])([CH3:46])[CH2:11]/[CH:12]=[CH:13]/[C:14]1[CH:15]=[C:16]2[C:21](=[CH:22][C:23]=1[O:24][CH3:25])[N:20]=[C:19]([O:26][CH2:27][CH3:28])[CH:18]=[C:17]2[O:29][C@H:30]1[CH2:34][N:33]([C:35]([O:37][C:38]([CH3:41])([CH3:40])[CH3:39])=[O:36])[C@H:32]([C:42]([O:44][CH3:45])=[O:43])[CH2:31]1)(C(C)(C)C)(C)C.C([O-])([O-])=O.[Na+].[Na+]. Product: [CH2:27]([O:26][C:19]1[CH:18]=[C:17]([O:29][C@H:30]2[CH2:34][N:33]([C:35]([O:37][C:38]([CH3:40])([CH3:41])[CH3:39])=[O:36])[C@H:32]([C:42]([O:44][CH3:45])=[O:43])[CH2:31]2)[C:16]2[C:21](=[CH:22][C:23]([O:24][CH3:25])=[C:14](/[CH:13]=[CH:12]/[CH2:11][C:10]([CH3:47])([CH3:46])[CH2:9][OH:8])[CH:15]=2)[N:20]=1)[CH3:28]. The catalyst class is: 1. (3) Reactant: [O:1]1[C:5]([C:6](Cl)=[O:7])=[CH:4][CH:3]=[C:2]1[C:9](Cl)=[O:10].[NH2:12][C:13]1[C:17]2[CH:18]=[C:19]([F:23])[CH:20]=[C:21]([F:22])[C:16]=2[O:15][C:14]=1[C:24]([NH2:26])=[O:25].CN(C)C1C=CC=CC=1.C(=O)([O-])[O-:37].[Na+].[Na+]. Product: [C:24]([C:14]1[O:15][C:16]2[C:21]([F:22])=[CH:20][C:19]([F:23])=[CH:18][C:17]=2[C:13]=1[NH:12][C:6]([C:5]1[O:1][C:2]([C:9]([OH:10])=[O:37])=[CH:3][CH:4]=1)=[O:7])(=[O:25])[NH2:26]. The catalyst class is: 54. (4) Reactant: [CH3:1][C:2]1[CH:7]=[CH:6][CH:5]=[CH:4][C:3]=1[CH:8]([NH:12][C:13]([NH:15][C:16]1[CH:21]=[CH:20][C:19]([Cl:22])=[CH:18][CH:17]=1)=[O:14])[C:9]([OH:11])=O.[O:23]=[C:24]1[CH2:29][O:28][CH2:27][CH2:26][N:25]1[C:30]1[CH:35]=[CH:34][C:33]([NH2:36])=[CH:32][CH:31]=1.C(Cl)CCl. Product: [O:23]=[C:24]1[CH2:29][O:28][CH2:27][CH2:26][N:25]1[C:30]1[CH:31]=[CH:32][C:33]([NH:36][C:9](=[O:11])[CH:8]([C:3]2[CH:4]=[CH:5][CH:6]=[CH:7][C:2]=2[CH3:1])[NH:12][C:13]([NH:15][C:16]2[CH:21]=[CH:20][C:19]([Cl:22])=[CH:18][CH:17]=2)=[O:14])=[CH:34][CH:35]=1. The catalyst class is: 3. (5) Reactant: [Cl:1][C:2]1[CH:7]=[CH:6][C:5]([O:8][CH2:9][C:10]2[CH:15]=[CH:14][CH:13]=[C:12]([O:16][CH3:17])[CH:11]=2)=[CH:4][C:3]=1[C:18]([NH:20][CH2:21][C:22]1[CH:31]=[CH:30][C:25]([C:26]([O:28]C)=[O:27])=[CH:24][CH:23]=1)=[O:19].[OH-].[Li+]. Product: [Cl:1][C:2]1[CH:7]=[CH:6][C:5]([O:8][CH2:9][C:10]2[CH:15]=[CH:14][CH:13]=[C:12]([O:16][CH3:17])[CH:11]=2)=[CH:4][C:3]=1[C:18]([NH:20][CH2:21][C:22]1[CH:23]=[CH:24][C:25]([C:26]([OH:28])=[O:27])=[CH:30][CH:31]=1)=[O:19]. The catalyst class is: 38. (6) Reactant: Br.[Cl:2][C:3]1[C:4]([F:17])=[C:5]([C:10]2[N:15]=[CH:14][N:13]=[C:12]([OH:16])[CH:11]=2)[C:6]([F:9])=[CH:7][CH:8]=1.CN(C(ON1N=NC2C=CC=NC1=2)=[N+](C)C)C.F[P-](F)(F)(F)(F)F.C1CCN2C(=NCCC2)CC1.N[C@@H:54]1[C:70]2[CH:71]=[C:66]([CH:67]=[C:68]([F:72])[CH:69]=2)[C:65]2[N:64]([CH3:73])[N:63]=[CH:62][C:61]=2[NH:60][C:59](=[O:74])[C@H:58]([CH3:75])[CH2:57][CH2:56][CH2:55]1. Product: [Cl:2][C:3]1[C:4]([F:17])=[C:5]([C:10]2[N:15]=[CH:14][N:13]([C@@H:54]3[C:70]4[CH:71]=[C:66]([CH:67]=[C:68]([F:72])[CH:69]=4)[C:65]4[N:64]([CH3:73])[N:63]=[CH:62][C:61]=4[NH:60][C:59](=[O:74])[C@H:58]([CH3:75])[CH2:57][CH2:56][CH2:55]3)[C:12](=[O:16])[CH:11]=2)[C:6]([F:9])=[CH:7][CH:8]=1. The catalyst class is: 705.